From a dataset of Catalyst prediction with 721,799 reactions and 888 catalyst types from USPTO. Predict which catalyst facilitates the given reaction. (1) Reactant: NN.[CH:3]([N:6]1[CH2:11][CH2:10][N:9]([CH2:12][CH2:13][CH2:14][N:15]2C(=O)C3C(=CC=CC=3)C2=O)[CH2:8][CH2:7]1)([CH3:5])[CH3:4].ClCCl. Product: [CH:3]([N:6]1[CH2:7][CH2:8][N:9]([CH2:12][CH2:13][CH2:14][NH2:15])[CH2:10][CH2:11]1)([CH3:5])[CH3:4]. The catalyst class is: 8. (2) Reactant: [CH3:1][S:2]([O-:5])(=O)=[O:3].[Na+].I[CH2:8][CH2:9][CH2:10][S:11]([C:14]1[CH:15]=[C:16]([CH:38]=[CH:39][CH:40]=1)[O:17][C:18]1[CH:19]=[C:20]([N:24]2[C:28]3[CH:29]=[CH:30][CH:31]=[C:32]([C:33]([F:36])([F:35])[F:34])[C:27]=3[N:26]=[C:25]2[CH3:37])[CH:21]=[CH:22][CH:23]=1)(=[O:13])=[O:12].CCOC(C)=O.O. Product: [CH3:37][C:25]1[N:24]([C:20]2[CH:21]=[CH:22][CH:23]=[C:18]([O:17][C:16]3[CH:38]=[CH:39][CH:40]=[C:14]([S:11]([CH2:10][CH2:9][CH2:8][S:2]([CH3:1])(=[O:5])=[O:3])(=[O:13])=[O:12])[CH:15]=3)[CH:19]=2)[C:28]2[CH:29]=[CH:30][CH:31]=[C:32]([C:33]([F:36])([F:35])[F:34])[C:27]=2[N:26]=1. The catalyst class is: 44. (3) Reactant: [C:1]([O:5][C:6]([N:8]1[C:16]2[C:11](=[CH:12][CH:13]=[CH:14][CH:15]=2)[C:10]([CH2:17][OH:18])=[CH:9]1)=[O:7])([CH3:4])([CH3:3])[CH3:2].CC1C=CN=C(N)C=1C.[C:28](O[C:28](=[O:31])[CH2:29][CH3:30])(=[O:31])[CH2:29][CH3:30].C(=O)(O)[O-].[Na+]. Product: [C:1]([O:5][C:6]([N:8]1[C:16]2[C:11](=[CH:12][CH:13]=[CH:14][CH:15]=2)[C:10]([CH2:17][O:18][C:28](=[O:31])[CH2:29][CH3:30])=[CH:9]1)=[O:7])([CH3:4])([CH3:2])[CH3:3]. The catalyst class is: 531.